This data is from Forward reaction prediction with 1.9M reactions from USPTO patents (1976-2016). The task is: Predict the product of the given reaction. (1) Given the reactants [CH3:1][C:2]([CH3:6])([CH3:5])[CH2:3][OH:4].[N+:7]([C:10]1[CH:17]=[CH:16][CH:15]=[C:14]([N+]([O-])=O)[C:11]=1[C:12]#[N:13])([O-:9])=[O:8], predict the reaction product. The product is: [CH2:3]([O:4][C:14]1[CH:15]=[CH:16][CH:17]=[C:10]([N+:7]([O-:9])=[O:8])[C:11]=1[C:12]#[N:13])[C:2]([CH3:6])([CH3:5])[CH3:1]. (2) The product is: [CH2:4]([O:3][P:1]([O:11][CH2:12][C:13]1[C:14]([Cl:21])=[CH:15][CH:16]=[CH:17][C:18]=1[C:19]([OH:24])=[O:20])([O:7][CH2:8][CH:9]=[CH2:10])=[O:2])[CH:5]=[CH2:6]. Given the reactants [P:1]([O:11][CH2:12][C:13]1[C:18]([CH2:19][OH:20])=[CH:17][CH:16]=[CH:15][C:14]=1[Cl:21])([O:7][CH2:8][CH:9]=[CH2:10])([O:3][CH2:4][CH:5]=[CH2:6])=[O:2].CC(C)=[O:24].OS(O)(=O)=O.O=[Cr](=O)=O.S(=O)(=O)(O)O.CC(O)C, predict the reaction product. (3) Given the reactants FC1C=CC(C2C=NC(N3CCN(S(C[C@H](C(C)C)C([NH:27][OH:28])=O)(=O)=O)CC3)=NC=2)=CC=1.[F:32][C:33]1[CH:38]=[CH:37][C:36]([C:39]2[CH:40]=[CH:41][C:42]([O:45][CH:46]3[CH2:51][CH2:50][N:49]([S:52]([CH2:55][C@H:56]([CH:60]([CH3:62])[CH3:61])[C:57](O)=[O:58])(=[O:54])=[O:53])[CH2:48][CH2:47]3)=[N:43][CH:44]=2)=[CH:35][CH:34]=1, predict the reaction product. The product is: [F:32][C:33]1[CH:34]=[CH:35][C:36]([C:39]2[CH:40]=[CH:41][C:42]([O:45][CH:46]3[CH2:51][CH2:50][N:49]([S:52]([CH2:55][C@H:56]([CH:60]([CH3:61])[CH3:62])[C:57]([NH:27][OH:28])=[O:58])(=[O:54])=[O:53])[CH2:48][CH2:47]3)=[N:43][CH:44]=2)=[CH:37][CH:38]=1. (4) Given the reactants [OH:1][CH2:2][C:3]#[C:4][C:5]1[CH:6]=[C:7]([CH:10]=[C:11]([CH3:13])[CH:12]=1)[CH:8]=[O:9].N1C=CN=C1.[Si:19](Cl)([C:22]([CH3:25])([CH3:24])[CH3:23])([CH3:21])[CH3:20], predict the reaction product. The product is: [C:22]([Si:19]([CH3:21])([CH3:20])[O:1][CH2:2][C:3]#[C:4][C:5]1[CH:6]=[C:7]([CH:10]=[C:11]([CH3:13])[CH:12]=1)[CH:8]=[O:9])([CH3:25])([CH3:24])[CH3:23]. (5) Given the reactants [CH2:1]([O:3][C:4](=[O:30])[CH2:5][NH:6][CH2:7][C:8]1[CH:13]=[CH:12][CH:11]=[C:10]([O:14][CH2:15][CH2:16][C:17]2[N:18]=[C:19]([C:23]3[CH:28]=[CH:27][C:26]([CH3:29])=[CH:25][CH:24]=3)[O:20][C:21]=2[CH3:22])[CH:9]=1)[CH3:2].[CH2:31]([N:33]([CH2:38][CH3:39])[S:34](Cl)(=[O:36])=[O:35])[CH3:32].C(N(CC)CC)C, predict the reaction product. The product is: [CH2:1]([O:3][C:4](=[O:30])[CH2:5][N:6]([S:34]([N:33]([CH2:38][CH3:39])[CH2:31][CH3:32])(=[O:36])=[O:35])[CH2:7][C:8]1[CH:13]=[CH:12][CH:11]=[C:10]([O:14][CH2:15][CH2:16][C:17]2[N:18]=[C:19]([C:23]3[CH:28]=[CH:27][C:26]([CH3:29])=[CH:25][CH:24]=3)[O:20][C:21]=2[CH3:22])[CH:9]=1)[CH3:2]. (6) Given the reactants [C:1]1([S:7]([NH:10][C:11]2[CH:16]=[CH:15][C:14]([CH2:17][CH2:18][CH2:19][C:20]([OH:22])=O)=[CH:13][CH:12]=2)(=[O:9])=[O:8])[CH:6]=[CH:5][CH:4]=[CH:3][CH:2]=1.Cl.CN(C)CCCN=C=NCC.O.[OH:36][N:37]1C2C=CC=CC=2N=N1.NOC1CCCCO1.C12(CS(O)(=O)=O)C(C)(C)C(CC1)CC2=O, predict the reaction product. The product is: [OH:36][NH:37][C:20](=[O:22])[CH2:19][CH2:18][CH2:17][C:14]1[CH:15]=[CH:16][C:11]([NH:10][S:7]([C:1]2[CH:6]=[CH:5][CH:4]=[CH:3][CH:2]=2)(=[O:9])=[O:8])=[CH:12][CH:13]=1. (7) Given the reactants C[O:2][C:3]([C:5]1[N:6]=[N:7][C:8]([O:11][CH2:12][C:13]2[C:14]([C:19]3[CH:24]=[CH:23][CH:22]=[CH:21][CH:20]=3)=[N:15][O:16][C:17]=2[CH3:18])=[CH:9][CH:10]=1)=[O:4].COC(=O)C1C=CC(OCC2C(CCCC)=NOC=2C)=NC=1, predict the reaction product. The product is: [CH3:18][C:17]1[O:16][N:15]=[C:14]([C:19]2[CH:20]=[CH:21][CH:22]=[CH:23][CH:24]=2)[C:13]=1[CH2:12][O:11][C:8]1[N:7]=[N:6][C:5]([C:3]([OH:4])=[O:2])=[CH:10][CH:9]=1. (8) Given the reactants O.[NH2:2][C@H:3]([C:14]([OH:16])=[O:15])[CH2:4][C:5]1[C:13]2[C:8](=[CH:9][CH:10]=[CH:11][CH:12]=2)[NH:7][CH:6]=1.C(=O)([O-])O.[Na+].[C:22]([C:24]1[CH:25]=[C:26]([CH:30]=[CH:31][C:32](ON2C(=O)CCC2=O)=[O:33])[CH:27]=[CH:28][CH:29]=1)#[N:23], predict the reaction product. The product is: [C:22]([C:24]1[CH:25]=[C:26]([CH:30]=[CH:31][C:32]([NH:2][C@H:3]([C:14]([OH:16])=[O:15])[CH2:4][C:5]2[C:13]3[C:8](=[CH:9][CH:10]=[CH:11][CH:12]=3)[NH:7][CH:6]=2)=[O:33])[CH:27]=[CH:28][CH:29]=1)#[N:23].